This data is from Forward reaction prediction with 1.9M reactions from USPTO patents (1976-2016). The task is: Predict the product of the given reaction. (1) The product is: [C:1]([O:5][C:6]([NH:8][C:9]1([CH2:13][OH:25])[CH2:10][CH2:11][O:16][CH2:14]1)=[O:7])([CH3:4])([CH3:3])[CH3:2]. Given the reactants [C:1]([O:5][C:6]([NH:8][C:9]1([C:14]([OH:16])=O)[CH2:13]C[CH2:11][CH2:10]1)=[O:7])([CH3:4])([CH3:3])[CH3:2].[H-].[H-].[H-].[H-].[Li+].[Al+3].CC[O:25]C(C)=O, predict the reaction product. (2) Given the reactants [S:1]1[CH:5]=[N:4][N:3]=[C:2]1[NH2:6].CC(C)([O-])C.[K+].[Cl:13][C:14]1[CH:39]=[CH:38][C:17]([O:18][C:19]2[C:24]([F:25])=[CH:23][C:22]([S:26](OC3C=CC(Cl)=CC=3)(=[O:28])=[O:27])=[C:21]([F:37])[CH:20]=2)=[C:16]([C:40]2[N:45]3[CH:46]=[CH:47][N:48]=[C:44]3[CH:43]=[CH:42][CH:41]=2)[CH:15]=1.Cl, predict the reaction product. The product is: [Cl:13][C:14]1[CH:39]=[CH:38][C:17]([O:18][C:19]2[C:24]([F:25])=[CH:23][C:22]([S:26]([NH:6][C:2]3[S:1][CH:5]=[N:4][N:3]=3)(=[O:27])=[O:28])=[C:21]([F:37])[CH:20]=2)=[C:16]([C:40]2[N:45]3[CH:46]=[CH:47][N:48]=[C:44]3[CH:43]=[CH:42][CH:41]=2)[CH:15]=1. (3) Given the reactants OCC1C=NC2N3CCC[C@H]3C(=O)NC=2C=1.Cl.C([NH:20][C:21](=[O:35])[C:22]1[CH:27]=[CH:26][C:25](N2CCNCC2)=[CH:24][C:23]=1F)C.[I-].C(C[P+](C)(C)C)#N.C(N(CC)C(C)C)(C)C, predict the reaction product. The product is: [C:21]([NH2:20])(=[O:35])[C:22]1[CH:27]=[CH:26][CH:25]=[CH:24][CH:23]=1. (4) Given the reactants [CH3:1][CH2:2][CH2:3][N:4]1[C@H:9]([C:10]([NH:12][C:13]2[C:14]([CH3:20])=[CH:15][CH:16]=[CH:17][C:18]=2[CH3:19])=[O:11])[CH2:8][CH2:7][CH2:6][CH2:5]1.[ClH:21], predict the reaction product. The product is: [CH3:1][CH2:2][CH2:3][NH+:4]1[C@H:9]([C:10]([NH:12][C:13]2[C:14]([CH3:20])=[CH:15][CH:16]=[CH:17][C:18]=2[CH3:19])=[O:11])[CH2:8][CH2:7][CH2:6][CH2:5]1.[OH2:11].[Cl-:21].